This data is from Reaction yield outcomes from USPTO patents with 853,638 reactions. The task is: Predict the reaction yield, written as a fraction of the theoretical maximum amount of product (1.0 means a 100% yield; for example, 0.34 means a 34% yield). (1) The reactants are C[O:2][C:3]1[CH:8]=[CH:7][C:6]([C:9]([C:11]2[CH:16]=[CH:15][CH:14]=[C:13]([CH3:17])[CH:12]=2)=[O:10])=[CH:5][CH:4]=1.B(Br)(Br)Br.ClCCl.O. The catalyst is ClCCl. The product is [OH:2][C:3]1[CH:4]=[CH:5][C:6]([C:9]([C:11]2[CH:16]=[CH:15][CH:14]=[C:13]([CH3:17])[CH:12]=2)=[O:10])=[CH:7][CH:8]=1. The yield is 0.560. (2) The reactants are [CH3:1][N:2]1[CH2:7][CH2:6][N:5]([CH3:8])[CH2:4][CH:3]1[CH2:9][OH:10].CN1CC[O:15][CH2:14]C1.C1C([N+]([O-])=O)=CC=C([Cl-]C([O-])=O)C=1.CCN(C(C)C)C(C)C.[CH2:40]([N:47]1[CH2:52][CH2:51][NH:50][CH2:49][CH2:48]1)[C:41]1[CH:46]=[CH:45][CH:44]=[CH:43][CH:42]=1. The catalyst is C(Cl)Cl. The product is [CH2:40]([N:47]1[CH2:52][CH2:51][N:50]([C:14]([O:10][CH2:9][CH:3]2[CH2:4][N:5]([CH3:8])[CH2:6][CH2:7][N:2]2[CH3:1])=[O:15])[CH2:49][CH2:48]1)[C:41]1[CH:42]=[CH:43][CH:44]=[CH:45][CH:46]=1. The yield is 0.263. (3) The reactants are [NH2:1][C:2]1[CH:10]=[C:9]([O:11][CH3:12])[CH:8]=[C:7]([O:13][CH3:14])[C:3]=1[C:4]([NH2:6])=[O:5].[N:15]1[CH:20]=[CH:19][CH:18]=[CH:17][C:16]=1[CH:21]=O.S([O-])(O)=O.[Na+].C1(C)C=CC(S(O)(=O)=O)=CC=1. The catalyst is CN(C)C(=O)C.O. The product is [CH3:14][O:13][C:7]1[CH:8]=[C:9]([O:11][CH3:12])[CH:10]=[C:2]2[C:3]=1[C:4](=[O:5])[NH:6][C:21]([C:16]1[CH:17]=[CH:18][CH:19]=[CH:20][N:15]=1)=[N:1]2. The yield is 0.360. (4) The product is [Cl:18][C:15]1[CH:16]=[N:17][C:4]2[N:3]=[C:2]([N:19]3[CH2:24][CH2:23][NH:22][CH2:21][CH2:20]3)[N:7]3[N:8]=[C:9]([CH:11]4[CH2:13][CH2:12]4)[N:10]=[C:6]3[C:5]=2[CH:14]=1. The yield is 0.890. The reactants are Cl[C:2]1[N:7]2[N:8]=[C:9]([CH:11]3[CH2:13][CH2:12]3)[N:10]=[C:6]2[C:5]2[CH:14]=[C:15]([Cl:18])[CH:16]=[N:17][C:4]=2[N:3]=1.[N:19]1(C(OC(C)(C)C)=O)[CH2:24][CH2:23][NH:22][CH2:21][CH2:20]1.C(O)(C(F)(F)F)=O. The catalyst is C(Cl)Cl. (5) The reactants are [F:1][C:2]1[CH:22]=[CH:21][C:5]([CH2:6][N:7]2[C:15]3[C:10](=[C:11]4[CH2:19][CH2:18][O:17][C:16](=[O:20])[C:12]4=[N:13][CH:14]=3)[CH:9]=[CH:8]2)=[CH:4][CH:3]=1.[OH-:23].[Na+].Cl. The catalyst is CO.O. The product is [F:1][C:2]1[CH:3]=[CH:4][C:5]([CH2:6][N:7]2[C:15]3=[CH:14][N:13]=[C:12]([C:16]([OH:17])=[O:20])[C:11]([CH2:19][CH2:18][OH:23])=[C:10]3[CH:9]=[CH:8]2)=[CH:21][CH:22]=1. The yield is 0.940. (6) The reactants are [C:1]([OH:9])(=O)[C:2]1[CH:7]=[CH:6][CH:5]=[N:4][CH:3]=1.CN(C(ON1N=NC2C=CC=CC1=2)=[N+](C)C)C.[B-](F)(F)(F)F.CCN(C(C)C)C(C)C.[NH2:41][CH2:42][CH2:43][O:44][C:45]([CH3:66])([CH3:65])[CH2:46][N:47]1[C:59]2[C:58]3[CH:57]=[CH:56][CH:55]=[CH:54][C:53]=3[N:52]=[C:51]([NH2:60])[C:50]=2[N:49]=[C:48]1[CH2:61][O:62][CH2:63][CH3:64]. The catalyst is CN(C=O)C. The product is [NH2:60][C:51]1[C:50]2[N:49]=[C:48]([CH2:61][O:62][CH2:63][CH3:64])[N:47]([CH2:46][C:45]([CH3:66])([O:44][CH2:43][CH2:42][NH:41][C:1](=[O:9])[C:2]3[CH:7]=[CH:6][CH:5]=[N:4][CH:3]=3)[CH3:65])[C:59]=2[C:58]2[CH:57]=[CH:56][CH:55]=[CH:54][C:53]=2[N:52]=1. The yield is 0.850.